Dataset: Catalyst prediction with 721,799 reactions and 888 catalyst types from USPTO. Task: Predict which catalyst facilitates the given reaction. (1) Reactant: OC[C:3]1[CH:8]=[CH:7][CH:6]=[CH:5][C:4]=1[NH:9][C:10](=[O:12])[CH3:11].Br[CH2:14][CH:15]1C[O:16]1.[C:18](=[O:21])([O-])[O-].[K+].[K+].[CH3:24]N(C=O)C. Product: [CH3:24][C:7]1[CH:6]=[CH:5][C:4]([NH:9][C:10](=[O:12])[CH3:11])=[C:3]([O:16][CH2:15][CH:14]2[CH2:18][O:21]2)[CH:8]=1. The catalyst class is: 13. (2) Reactant: [F:1][C:2]([F:14])([F:13])[O:3][C:4]1[CH:12]=[CH:11][C:7]([C:8](Cl)=[O:9])=[CH:6][CH:5]=1.Cl.[CH3:16][O:17][NH:18][CH3:19].C(N(C(C)C)C(C)C)C.O. Product: [CH3:16][O:17][N:18]([CH3:19])[C:8](=[O:9])[C:7]1[CH:11]=[CH:12][C:4]([O:3][C:2]([F:14])([F:13])[F:1])=[CH:5][CH:6]=1. The catalyst class is: 11.